This data is from Reaction yield outcomes from USPTO patents with 853,638 reactions. The task is: Predict the reaction yield, written as a fraction of the theoretical maximum amount of product (1.0 means a 100% yield; for example, 0.34 means a 34% yield). (1) The reactants are Cl.Cl.[NH2:3][C:4]1[N:9]=[CH:8][N:7]=[C:6]2[N:10]([CH:14]([C:16]3[CH:17]=[C:18]([Cl:29])[C:19]([C:27]#[N:28])=[C:20]4[C:26]=3[O:25][CH2:24][CH2:23][NH:22][CH2:21]4)[CH3:15])[N:11]=[C:12]([CH3:13])[C:5]=12.O=[C:31]1[CH2:34][N:33]([C:35]([O:37][C:38]([CH3:41])([CH3:40])[CH3:39])=[O:36])[CH2:32]1.C([BH3-])#N.[Na+]. The catalyst is CO.C(OCC)(=O)C. The product is [NH2:3][C:4]1[N:9]=[CH:8][N:7]=[C:6]2[N:10]([CH:14]([C:16]3[C:26]4[O:25][CH2:24][CH2:23][N:22]([CH:31]5[CH2:32][N:33]([C:35]([O:37][C:38]([CH3:41])([CH3:40])[CH3:39])=[O:36])[CH2:34]5)[CH2:21][C:20]=4[C:19]([C:27]#[N:28])=[C:18]([Cl:29])[CH:17]=3)[CH3:15])[N:11]=[C:12]([CH3:13])[C:5]=12. The yield is 0.350. (2) The reactants are [CH3:13][C:12]([O:11][C:9](O[C:9]([O:11][C:12]([CH3:15])([CH3:14])[CH3:13])=[O:10])=[O:10])([CH3:15])[CH3:14].Cl.[NH2:17][CH2:18][C@H:19]([C:23]1[CH:28]=[CH:27][C:26]([Cl:29])=[CH:25][CH:24]=1)[C:20]([OH:22])=[O:21].O.O.O.O.O.[OH-].C[N+](C)(C)C.CC#N. The catalyst is O. The product is [C:12]([O:11][C:9]([NH:17][CH2:18][C@H:19]([C:23]1[CH:24]=[CH:25][C:26]([Cl:29])=[CH:27][CH:28]=1)[C:20]([OH:22])=[O:21])=[O:10])([CH3:13])([CH3:14])[CH3:15]. The yield is 0.906. (3) The reactants are Br[C:2]1[CH:24]=[CH:23][C:5]2[C:6]3[N:7]=[C:8]([N:14]4[C:18]([C:19]([CH3:22])([CH3:21])[CH3:20])=[CH:17][N:16]=[N:15]4)[S:9][C:10]=3[CH2:11][CH2:12][O:13][C:4]=2[CH:3]=1. The catalyst is CO.[Pd]. The product is [C:19]([C:18]1[N:14]([C:8]2[S:9][C:10]3[CH2:11][CH2:12][O:13][C:4]4[CH:3]=[CH:2][CH:24]=[CH:23][C:5]=4[C:6]=3[N:7]=2)[N:15]=[N:16][CH:17]=1)([CH3:22])([CH3:20])[CH3:21]. The yield is 0.660. (4) The reactants are [CH:1]([N:4]1[CH2:9][CH2:8][CH:7]([O:10][C:11]2[CH:19]=[CH:18][C:17]3[N:16]4[CH2:20][CH2:21][NH:22][C:23](=[O:24])[C:15]4=[CH:14][C:13]=3[CH:12]=2)[CH2:6][CH2:5]1)([CH3:3])[CH3:2].[H-].[Na+].Cl[CH2:28][C:29]([N:31]([CH3:33])[CH3:32])=[O:30]. No catalyst specified. The product is [CH:1]([N:4]1[CH2:9][CH2:8][CH:7]([O:10][C:11]2[CH:19]=[CH:18][C:17]3[N:16]4[CH2:20][CH2:21][N:22]([CH2:28][C:29]([N:31]([CH3:33])[CH3:32])=[O:30])[C:23](=[O:24])[C:15]4=[CH:14][C:13]=3[CH:12]=2)[CH2:6][CH2:5]1)([CH3:3])[CH3:2]. The yield is 0.710. (5) The reactants are [F:1][C:2]1[CH:7]=[CH:6][C:5]([O:8][CH2:9][O:10][CH3:11])=[CH:4][N:3]=1.C([Li])(C)(C)C.[I:17]I.O. The catalyst is C1COCC1. The product is [F:1][C:2]1[CH:7]=[C:6]([I:17])[C:5]([O:8][CH2:9][O:10][CH3:11])=[CH:4][N:3]=1. The yield is 0.530. (6) The reactants are [NH2:1][C:2]1[O:15][C:14]2[C:13]3[C:8](=[CH:9][CH:10]=[C:11]([NH2:16])[N:12]=3)[CH:7]=[CH:6][C:5]=2[CH:4]([C:17]2[CH:22]=[C:21]([O:23][CH3:24])[C:20]([O:25][CH3:26])=[C:19]([Br:27])[CH:18]=2)[C:3]=1[C:28]#[N:29].[C:30](=O)([O-])[O-].[K+].[K+].IC. The catalyst is C(#N)C. The product is [NH2:1][C:2]1[O:15][C:14]2[C:13]3[C:8](=[CH:9][CH:10]=[C:11]([NH:16][CH3:30])[N:12]=3)[CH:7]=[CH:6][C:5]=2[CH:4]([C:17]2[CH:22]=[C:21]([O:23][CH3:24])[C:20]([O:25][CH3:26])=[C:19]([Br:27])[CH:18]=2)[C:3]=1[C:28]#[N:29]. The yield is 0.878.